From a dataset of Cav3 T-type calcium channel HTS with 100,875 compounds. Binary Classification. Given a drug SMILES string, predict its activity (active/inactive) in a high-throughput screening assay against a specified biological target. (1) The molecule is S=C(NCCCO)Nc1ccc(CC(OC)=O)cc1. The result is 0 (inactive). (2) The compound is Clc1c(=O)n(ncc1Nc1cc(c(cc1)C)C)C12CC3(CC(C1)CC(C3)C2)CC(O)=O. The result is 0 (inactive). (3) The molecule is S(=O)(=O)(N(CC)c1ccc(OC)cc1)c1cc2CCN(c2cc1)C(=O)CCC(O)=O. The result is 0 (inactive). (4) The molecule is S(C1CCOC1=O)c1n(c2c(n1)cccc2)Cc1ccccc1. The result is 0 (inactive). (5) The molecule is S(=O)(=O)(N1CCCC1)c1ccc(cc1)C(=O)C(c1scc(n1)C)C#N. The result is 0 (inactive). (6) The molecule is S(=O)(=O)(N1CCOCC1)c1ccc(NC2N(C(=O)c3c2cccc3)c2ncc(cc2)C)cc1. The result is 0 (inactive).